The task is: Predict the reactants needed to synthesize the given product.. This data is from Full USPTO retrosynthesis dataset with 1.9M reactions from patents (1976-2016). (1) Given the product [CH3:17][O:1][C@@H:2]1[CH2:6][N:5]([C:7]2[CH:11]=[CH:10][N:9]([CH3:12])[N:8]=2)[C:4](=[O:13])[CH2:3]1, predict the reactants needed to synthesize it. The reactants are: [OH:1][C@@H:2]1[CH2:6][N:5]([C:7]2[CH:11]=[CH:10][N:9]([CH3:12])[N:8]=2)[C:4](=[O:13])[CH2:3]1.[H-].[Na+].I[CH3:17]. (2) Given the product [Br:1][C:2]1[CH:7]=[CH:6][C:5]([C@@H:8]([N:10]2[CH2:16][CH2:15][O:14][CH2:11][CH2:12]2)[CH3:9])=[CH:4][CH:3]=1, predict the reactants needed to synthesize it. The reactants are: [Br:1][C:2]1[CH:7]=[CH:6][C:5]([C@@H:8]([NH2:10])[CH3:9])=[CH:4][CH:3]=1.[CH2:11]([O:14][CH2:15][CH2:16]Br)[CH2:12]Br.C(N(CC)C(C)C)(C)C. (3) Given the product [S:21]1[CH:22]=[CH:23][C:19]2[CH:18]=[C:17]([N:12]3[CH2:13][CH2:14][N:10]([C:5]4[CH:6]=[N:7][CH:8]=[CH:9][C:4]=4[CH:1]4[CH2:3][CH2:2]4)[C:11]3=[O:15])[CH:25]=[CH:24][C:20]1=2, predict the reactants needed to synthesize it. The reactants are: [CH:1]1([C:4]2[CH:9]=[CH:8][N:7]=[CH:6][C:5]=2[N:10]2[CH2:14][CH2:13][NH:12][C:11]2=[O:15])[CH2:3][CH2:2]1.Br[C:17]1[CH:25]=[CH:24][C:20]2[S:21][CH:22]=[CH:23][C:19]=2[CH:18]=1.CN[C@@H]1CCCC[C@H]1NC.P([O-])([O-])([O-])=O.[K+].[K+].[K+]. (4) Given the product [CH3:13][CH:2]([CH3:1])[C@H:3]([C:7]1[CH:12]=[CH:11][CH:10]=[CH:9][N:8]=1)[C:4]([NH:31][C@@H:32]1[CH:40]2[C:41](=[O:55])[CH2:42][C@H:43]([C:45]([O:47][CH2:48][C:49]3[CH:50]=[CH:51][CH:52]=[CH:53][CH:54]=3)=[O:46])[CH2:44][N:38]3[C:39]2=[C:35]([CH:36]=[CH:37]3)[CH2:34][CH2:33]1)=[O:6], predict the reactants needed to synthesize it. The reactants are: [CH3:1][CH:2]([CH3:13])[CH:3]([C:7]1[CH:12]=[CH:11][CH:10]=[CH:9][N:8]=1)[C:4]([OH:6])=O.C1C2C(COC([NH:31][C@@H:32]3[CH:40]4[C:41](=[O:55])[CH2:42][C@H:43]([C:45]([O:47][CH2:48][C:49]5[CH:54]=[CH:53][CH:52]=[CH:51][CH:50]=5)=[O:46])[CH2:44][N:38]5[C:39]4=[C:35]([CH:36]=[CH:37]5)[CH2:34][CH2:33]3)=O)C3C(=CC=CC=3)C=2C=CC=1. (5) Given the product [N:6]1([C:11]2[CH:31]=[CH:30][C:14]([CH2:15][C:16]3[C:17]([O:28][CH3:29])=[N:18][C:19]4[C:24]([C:25]=3[Cl:26])=[CH:23][C:22]([C:38]([C:37]3[N:33]([CH3:32])[CH:34]=[N:35][CH:36]=3)([C:40]3[CH:45]=[CH:44][CH:43]=[CH:42][N:41]=3)[OH:39])=[CH:21][CH:20]=4)=[CH:13][CH:12]=2)[CH:10]=[CH:9][CH:8]=[N:7]1, predict the reactants needed to synthesize it. The reactants are: [Li]CCCC.[N:6]1([C:11]2[CH:31]=[CH:30][C:14]([CH2:15][C:16]3[C:17]([O:28][CH3:29])=[N:18][C:19]4[C:24]([C:25]=3[Cl:26])=[CH:23][C:22](Br)=[CH:21][CH:20]=4)=[CH:13][CH:12]=2)[CH:10]=[CH:9][CH:8]=[N:7]1.[CH3:32][N:33]1[C:37]([C:38]([C:40]2[CH:45]=[CH:44][CH:43]=[CH:42][N:41]=2)=[O:39])=[CH:36][N:35]=[CH:34]1.